Predict the product of the given reaction. From a dataset of Forward reaction prediction with 1.9M reactions from USPTO patents (1976-2016). (1) Given the reactants [C:1]1([C:7](Cl)([C:14]2[CH:19]=[CH:18][CH:17]=[CH:16][CH:15]=2)[C:8]2[CH:13]=[CH:12][CH:11]=[CH:10][CH:9]=2)[CH:6]=[CH:5][CH:4]=[CH:3][CH:2]=1.[CH3:21][CH2:22][CH2:23][CH2:24][C:25]1[N:29]([CH2:30][C:31]2[CH:36]=[CH:35][C:34]([C:37]3[C:42]([C:43]4[N-:47][N:46]=[N:45][N:44]=4)=[CH:41][CH:40]=[CH:39][CH:38]=3)=[CH:33][CH:32]=2)[C:28]([CH2:48][OH:49])=[C:27]([Cl:50])[N:26]=1.[K+], predict the reaction product. The product is: [CH2:24]([C:25]1[N:29]([CH2:30][C:31]2[CH:36]=[CH:35][C:34]([C:37]3[CH:38]=[CH:39][CH:40]=[CH:41][C:42]=3[C:43]3[N:47]([C:7]([C:14]4[CH:19]=[CH:18][CH:17]=[CH:16][CH:15]=4)([C:8]4[CH:13]=[CH:12][CH:11]=[CH:10][CH:9]=4)[C:1]4[CH:6]=[CH:5][CH:4]=[CH:3][CH:2]=4)[N:46]=[N:45][N:44]=3)=[CH:33][CH:32]=2)[C:28]([CH2:48][OH:49])=[C:27]([Cl:50])[N:26]=1)[CH2:23][CH2:22][CH3:21]. (2) Given the reactants C(OC([NH:8][C:9]1[CH2:10][C:11]([C:33](=[O:49])[N:34]([CH2:38][CH2:39][CH2:40][O:41][Si](C(C)(C)C)(C)C)[CH2:35][CH2:36][CH3:37])=[CH:12][C:13]2[CH:19]=[CH:18][C:17]([C:20]3[CH:25]=[CH:24][C:23]([CH2:26][C:27]([O:29][CH2:30][CH2:31][CH3:32])=[O:28])=[CH:22][CH:21]=3)=[CH:16][C:14]=2[N:15]=1)=O)(C)(C)C, predict the reaction product. The product is: [NH2:8][C:9]1[CH2:10][C:11]([C:33](=[O:49])[N:34]([CH2:38][CH2:39][CH2:40][OH:41])[CH2:35][CH2:36][CH3:37])=[CH:12][C:13]2[CH:19]=[CH:18][C:17]([C:20]3[CH:21]=[CH:22][C:23]([CH2:26][C:27]([O:29][CH2:30][CH2:31][CH3:32])=[O:28])=[CH:24][CH:25]=3)=[CH:16][C:14]=2[N:15]=1. (3) Given the reactants [F:1][C:2]1[CH:7]=[CH:6][C:5]([C:8]2[N:9]=[C:10]([N:20]3[CH2:25][CH2:24][N:23]([C:26]([C:28]4[N:29]=[CH:30][NH:31][CH:32]=4)=[O:27])[CH2:22][CH2:21]3)[S:11][C:12]=2[C:13]2[CH:18]=[CH:17][NH:16][C:15](=[O:19])[CH:14]=2)=[CH:4][CH:3]=1, predict the reaction product. The product is: [F:1][C:2]1[CH:7]=[CH:6][C:5]2=[C:8]3[N:9]=[C:10]([N:20]4[CH2:21][CH2:22][N:23]([C:26]([C:28]5[N:29]=[CH:30][NH:31][CH:32]=5)=[O:27])[CH2:24][CH2:25]4)[S:11][C:12]3=[C:13]3[C:14]([C:15](=[O:19])[NH:16][CH:17]=[CH:18]3)=[C:4]2[CH:3]=1. (4) Given the reactants Cl[C:2]([O:4][CH3:5])=[O:3].[F:6][C:7]1[CH:13]=[CH:12][C:10]([NH2:11])=[CH:9][C:8]=1[N+:14]([O-:16])=[O:15].CCN(C(C)C)C(C)C, predict the reaction product. The product is: [CH3:5][O:4][C:2](=[O:3])[NH:11][C:10]1[CH:12]=[CH:13][C:7]([F:6])=[C:8]([N+:14]([O-:16])=[O:15])[CH:9]=1. (5) Given the reactants Br[C:2]1[CH:3]=[C:4]2[CH:10]=[CH:9][NH:8][C:5]2=[N:6][CH:7]=1.[B:11]1([B:11]2[O:15][C:14]([CH3:17])([CH3:16])[C:13]([CH3:19])([CH3:18])[O:12]2)[O:15][C:14]([CH3:17])([CH3:16])[C:13]([CH3:19])([CH3:18])[O:12]1, predict the reaction product. The product is: [CH3:18][C:13]1([CH3:19])[C:14]([CH3:17])([CH3:16])[O:15][B:11]([C:2]2[CH:3]=[C:4]3[CH:10]=[CH:9][NH:8][C:5]3=[N:6][CH:7]=2)[O:12]1. (6) Given the reactants CN(C=O)C.CS([O:10][CH2:11][CH2:12][O:13][CH2:14][CH2:15][O:16][CH2:17][CH2:18]O)(=O)=O.[N-:20]=[N+:21]=[N-:22].[Na+], predict the reaction product. The product is: [N:20]([CH2:18][CH2:17][O:16][CH2:15][CH2:14][O:13][CH2:12][CH2:11][OH:10])=[N+:21]=[N-:22].